From a dataset of Reaction yield outcomes from USPTO patents with 853,638 reactions. Predict the reaction yield, written as a fraction of the theoretical maximum amount of product (1.0 means a 100% yield; for example, 0.34 means a 34% yield). (1) The reactants are Br[C:2]1[CH:6]=[CH:5][S:4][CH:3]=1.[C:7]([NH:10][C:11]1[CH:16]=[CH:15][CH:14]=[CH:13][CH:12]=1)(=[O:9])[CH3:8]. No catalyst specified. The product is [C:11]1([N:10]([C:2]2[CH:6]=[CH:5][S:4][CH:3]=2)[C:7](=[O:9])[CH3:8])[CH:16]=[CH:15][CH:14]=[CH:13][CH:12]=1. The yield is 0.820. (2) The reactants are [O:1]1[CH2:5][CH2:4][O:3][CH:2]1[C:6]1[CH:11]=[CH:10][C:9]([OH:12])=[C:8](OC)[CH:7]=1.Cl[C:16]1[N:17]=[CH:18][C:19]([C:22]#[N:23])=[N:20][CH:21]=1.[C:24]([O-])([O-])=O.[K+].[K+]. The catalyst is CN(C=O)C.ClCCl. The product is [O:3]1[CH2:4][CH2:5][O:1][CH:2]1[C:6]1[CH:11]=[CH:10][C:9]([O:12][C:16]2[N:17]=[CH:18][C:19]([C:22]#[N:23])=[N:20][CH:21]=2)=[C:8]([CH3:24])[CH:7]=1. The yield is 0.956. (3) The reactants are C(O)(C(F)(F)F)=O.C(OC(=O)[NH:14][C:15]1[S:16][CH:17]=[C:18]([CH2:20][CH2:21][O:22][C:23]2[CH:28]=[CH:27][C:26]([F:29])=[CH:25][CH:24]=2)[N:19]=1)(C)(C)C. The catalyst is C(Cl)Cl. The product is [F:29][C:26]1[CH:25]=[CH:24][C:23]([O:22][CH2:21][CH2:20][C:18]2[N:19]=[C:15]([NH2:14])[S:16][CH:17]=2)=[CH:28][CH:27]=1. The yield is 0.860.